Dataset: Full USPTO retrosynthesis dataset with 1.9M reactions from patents (1976-2016). Task: Predict the reactants needed to synthesize the given product. (1) Given the product [CH3:26][CH:25]1[C@H:23]2[CH2:22][O:21][CH2:20][C@@H:19]([C:13]3[CH:12]=[C:11]([F:10])[C:16]([F:17])=[C:15]([F:18])[CH:14]=3)[N:24]2[C:2](=[O:3])[C:1](=[O:5])[O:27]1, predict the reactants needed to synthesize it. The reactants are: [C:1](Cl)(=[O:5])[C:2](Cl)=[O:3].ClCCl.[F:10][C:11]1[CH:12]=[C:13]([C@H:19]2[NH:24][C@H:23]([CH:25]([OH:27])[CH3:26])[CH2:22][O:21][CH2:20]2)[CH:14]=[C:15]([F:18])[C:16]=1[F:17].N1C=CC=CC=1. (2) Given the product [CH2:1]([O:8][C:9]([N:11]([CH2:32][C:33]([N:35]1[CH2:39][C@@H:38]([F:40])[CH2:37][C@H:36]1[C:41]#[N:42])=[O:34])[C:12]12[CH2:19][CH2:18][C:15]([C:20]([N:51]3[CH2:52][CH2:53][CH:48]([C:46]([O:45][CH2:43][CH3:44])=[O:47])[CH2:49][CH2:50]3)=[O:22])([CH2:16][CH2:17]1)[CH2:14][CH2:13]2)=[O:10])[C:2]1[CH:3]=[CH:4][CH:5]=[CH:6][CH:7]=1, predict the reactants needed to synthesize it. The reactants are: [CH2:1]([O:8][C:9]([N:11]([CH2:32][C:33]([N:35]1[CH2:39][C@@H:38]([F:40])[CH2:37][C@H:36]1[C:41]#[N:42])=[O:34])[C:12]12[CH2:19][CH2:18][C:15]([C:20]([O:22]N3C4C=CC=CC=4N=N3)=O)([CH2:16][CH2:17]1)[CH2:14][CH2:13]2)=[O:10])[C:2]1[CH:7]=[CH:6][CH:5]=[CH:4][CH:3]=1.[CH2:43]([O:45][C:46]([CH:48]1[CH2:53][CH2:52][NH:51][CH2:50][CH2:49]1)=[O:47])[CH3:44].